This data is from Full USPTO retrosynthesis dataset with 1.9M reactions from patents (1976-2016). The task is: Predict the reactants needed to synthesize the given product. (1) Given the product [OH:1][CH2:2][C:3]1[CH:4]=[CH:5][C:6]([C:7]([NH:19][O:18][CH:13]2[CH2:14][CH2:15][CH2:16][CH2:17][O:12]2)=[O:9])=[CH:10][CH:11]=1, predict the reactants needed to synthesize it. The reactants are: [OH:1][CH2:2][C:3]1[CH:11]=[CH:10][C:6]([C:7]([OH:9])=O)=[CH:5][CH:4]=1.[O:12]1[CH2:17][CH2:16][CH2:15][CH2:14][CH:13]1[O:18][NH2:19]. (2) Given the product [Cl:1][C:2]1[C:9]([O:10][CH2:11][F:12])=[CH:8][CH:7]=[C:6]([F:13])[C:3]=1[C:4]1[N:34]=[C:32]2[CH:31]=[CH:30][CH:29]=[C:28]([O:27][CH3:26])[N:33]2[C:15]=1[NH:14][C:16]1[CH:25]=[CH:24][C:19]2[O:20][CH2:21][CH2:22][O:23][C:18]=2[CH:17]=1, predict the reactants needed to synthesize it. The reactants are: [Cl:1][C:2]1[C:9]([O:10][CH2:11][F:12])=[CH:8][CH:7]=[C:6]([F:13])[C:3]=1[CH:4]=O.[N+:14]([C:16]1[CH:25]=[CH:24][C:19]2[O:20][CH2:21][CH2:22][O:23][C:18]=2[CH:17]=1)#[C-:15].[CH3:26][O:27][C:28]1[N:33]=[C:32]([NH2:34])[CH:31]=[CH:30][CH:29]=1.[Br-].C([N+]1C=CN(C)C=1)CCC. (3) The reactants are: Br[C:2]1[CH:7]=[CH:6][C:5]([C:8]2([C:11]([NH:13][CH:14]3[CH2:19][CH2:18][CH2:17][CH2:16][CH2:15]3)=[O:12])[CH2:10][CH2:9]2)=[C:4]([F:20])[CH:3]=1.[CH3:21][C:22]1([CH3:38])[C:26]([CH3:28])([CH3:27])[O:25][B:24]([B:24]2[O:25][C:26]([CH3:28])([CH3:27])[C:22]([CH3:38])([CH3:21])[O:23]2)[O:23]1.ClCCl.C([O-])(=O)C.[K+].O1CCOCC1. Given the product [CH:14]1([NH:13][C:11]([C:8]2([C:5]3[CH:6]=[CH:7][C:2]([B:24]4[O:25][C:26]([CH3:28])([CH3:27])[C:22]([CH3:38])([CH3:21])[O:23]4)=[CH:3][C:4]=3[F:20])[CH2:10][CH2:9]2)=[O:12])[CH2:19][CH2:18][CH2:17][CH2:16][CH2:15]1, predict the reactants needed to synthesize it.